From a dataset of Full USPTO retrosynthesis dataset with 1.9M reactions from patents (1976-2016). Predict the reactants needed to synthesize the given product. (1) Given the product [C:23]([O:22][C:20]([NH:19][C:13]1([CH3:18])[CH:14]([O:16][CH3:17])[CH2:15][NH:11][CH2:12]1)=[O:21])([CH3:26])([CH3:25])[CH3:24], predict the reactants needed to synthesize it. The reactants are: C(OC([N:11]1[CH2:15][CH:14]([O:16][CH3:17])[C:13]([NH:19][C:20]([O:22][C:23]([CH3:26])([CH3:25])[CH3:24])=[O:21])([CH3:18])[CH2:12]1)=O)C1C=CC=CC=1. (2) Given the product [F:21][C:2]([F:1])([C:8]1[CH:13]=[CH:12][CH:11]=[C:10]([N:14]2[CH2:15][CH2:16][N:17]([CH3:20])[CH2:18][CH2:19]2)[CH:9]=1)[C:3]([OH:5])=[O:4], predict the reactants needed to synthesize it. The reactants are: [F:1][C:2]([F:21])([C:8]1[CH:13]=[CH:12][CH:11]=[C:10]([N:14]2[CH2:19][CH2:18][N:17]([CH3:20])[CH2:16][CH2:15]2)[CH:9]=1)[C:3]([O:5]CC)=[O:4].CO.O.O.[OH-].[Li+]. (3) Given the product [Cl:41][C:26]1[CH:27]=[C:28]([C:31]2[CH:36]=[CH:35][C:34]([C:37]([O:39][CH3:40])=[O:38])=[CH:33][CH:32]=2)[CH:29]=[CH:30][C:25]=1[O:24][C@H:6]1[O:7][C@H:8]([CH2:19][OH:20])[C@@H:9]([OH:15])[C@H:10]([OH:11])[C@@H:5]1[OH:4], predict the reactants needed to synthesize it. The reactants are: C([O:4][C@H:5]1[C@@H:10]([O:11]C(=O)C)[C@H:9]([O:15]C(=O)C)[C@@H:8]([CH2:19][O:20]C(=O)C)[O:7][C@@H:6]1[O:24][C:25]1[CH:30]=[CH:29][C:28]([C:31]2[CH:36]=[CH:35][C:34]([C:37]([O:39][CH3:40])=[O:38])=[CH:33][CH:32]=2)=[CH:27][C:26]=1[Cl:41])(=O)C. (4) Given the product [C:13]([N:21]1[CH2:25][CH2:24][CH2:23][CH2:22]1)(=[O:20])[C:14]1[CH:19]=[CH:18][CH:17]=[CH:16][CH:15]=1.[O:1]=[CH:2][C@@H:3]([C@H:5]([C@@H:7]([C@@H:9]([CH2:11][OH:12])[OH:10])[OH:8])[OH:6])[OH:4], predict the reactants needed to synthesize it. The reactants are: [O:1]=[CH:2][C@@H:3]([C@H:5]([C@@H:7]([C@@H:9]([CH2:11][OH:12])[OH:10])[OH:8])[OH:6])[OH:4].[C:13]([N:21]1[CH2:25][CH2:24][CH:23](O)[CH2:22]1)(=[O:20])[C:14]1[CH:19]=[CH:18][CH:17]=[CH:16][CH:15]=1. (5) Given the product [ClH:1].[Cl:1][C:2]1[CH:3]=[C:4]([C:21]2[CH:22]=[CH:23][C:24]([O:27][CH2:42][CH2:43][N:44]3[CH2:49][CH2:48][CH2:47][CH2:46][CH2:45]3)=[CH:25][CH:26]=2)[CH:5]=[CH:6][C:7]=1[CH2:8][CH:9]1[CH2:13][CH2:12][N:11]([CH:14]2[CH2:15][CH2:16][CH2:17][CH2:18][CH2:19]2)[C:10]1=[O:20], predict the reactants needed to synthesize it. The reactants are: [Cl:1][C:2]1[CH:3]=[C:4]([C:21]2[CH:26]=[CH:25][C:24]([OH:27])=[CH:23][CH:22]=2)[CH:5]=[CH:6][C:7]=1[CH2:8][CH:9]1[CH2:13][CH2:12][N:11]([CH:14]2[CH2:19][CH2:18][CH2:17][CH2:16][CH2:15]2)[C:10]1=[O:20].C([O-])([O-])=O.[K+].[K+].C([O-])([O-])=O.[Cs+].[Cs+].Cl.Cl[CH2:42][CH2:43][N:44]1[CH2:49][CH2:48][CH2:47][CH2:46][CH2:45]1.Cl.CCOCC. (6) Given the product [CH3:1][O:2][C:3]1[CH:8]=[CH:7][CH:6]=[C:5]([CH3:9])[C:4]=1[N:10]1[CH2:17][CH2:16][N:12]([CH3:11])[CH2:13][CH2:14]1, predict the reactants needed to synthesize it. The reactants are: [CH3:1][O:2][C:3]1[CH:8]=[CH:7][CH:6]=[C:5]([CH3:9])[C:4]=1[NH2:10].[CH3:11][N:12]([CH2:16][CH2:17]Cl)[CH2:13][CH2:14]Cl.Cl.C(=O)([O-])[O-].[K+].[K+]. (7) Given the product [CH2:1]([S:8]([C:9]1[N:14]=[C:13]([O:15][CH:16]([CH3:17])[CH3:18])[CH:12]=[C:11]([CH3:19])[N:10]=1)(=[O:25])=[O:31])[C:2]1[CH:3]=[CH:4][CH:5]=[CH:6][CH:7]=1, predict the reactants needed to synthesize it. The reactants are: [CH2:1]([S:8][C:9]1[N:14]=[C:13]([O:15][CH:16]([CH3:18])[CH3:17])[CH:12]=[C:11]([CH3:19])[N:10]=1)[C:2]1[CH:7]=[CH:6][CH:5]=[CH:4][CH:3]=1.ClC1C=C(C=CC=1)C(OO)=[O:25].[OH2:31]. (8) Given the product [Br:14][C:12]1[N:5]2[CH:6]=[CH:7][CH:8]=[C:9]([CH:10]=[O:11])[C:4]2=[N:3][C:2]=1[CH3:1], predict the reactants needed to synthesize it. The reactants are: [CH3:1][C:2]1[N:3]=[C:4]2[C:9]([CH:10]=[O:11])=[CH:8][CH:7]=[CH:6][N:5]2[CH:12]=1.[K+].[Br-:14]. (9) Given the product [CH3:2][C:3]([NH:7][C:8]1[CH:13]=[CH:12][C:11]([CH3:14])=[CH:10][CH:9]=1)([CH2:4][CH3:5])[C:19]#[N:20], predict the reactants needed to synthesize it. The reactants are: C[C:2](=O)[CH2:3][CH2:4][CH3:5].[NH2:7][C:8]1[CH:13]=[CH:12][C:11]([CH3:14])=[CH:10][CH:9]=1.C[Si]([C:19]#[N:20])(C)C.[NH4+].[OH-]. (10) Given the product [CH2:1]([O:5][CH2:6][CH2:7][O:8][C:9]1[CH:10]=[CH:11][C:12]([C:15]2[CH:20]=[CH:19][C:18]([N:21]3[CH:25]=[CH:24][CH:23]=[N:22]3)=[C:17](/[CH:26]=[C:27](\[CH3:33])/[C:28]([OH:30])=[O:29])[CH:16]=2)=[CH:13][CH:14]=1)[CH2:2][CH2:3][CH3:4], predict the reactants needed to synthesize it. The reactants are: [CH2:1]([O:5][CH2:6][CH2:7][O:8][C:9]1[CH:14]=[CH:13][C:12]([C:15]2[CH:20]=[CH:19][C:18]([N:21]3[CH:25]=[CH:24][CH:23]=[N:22]3)=[C:17](/[CH:26]=[C:27](\[CH3:33])/[C:28]([O:30]CC)=[O:29])[CH:16]=2)=[CH:11][CH:10]=1)[CH2:2][CH2:3][CH3:4].[OH-].[Na+].Cl.